Regression/Classification. Given a drug SMILES string, predict its absorption, distribution, metabolism, or excretion properties. Task type varies by dataset: regression for continuous measurements (e.g., permeability, clearance, half-life) or binary classification for categorical outcomes (e.g., BBB penetration, CYP inhibition). Dataset: b3db_classification. From a dataset of Blood-brain barrier permeability classification from the B3DB database. The drug is CC(C)[C@H](N)C(=O)OC[C@H](CO)OCn1cnc2c(=O)[nH]c(N)nc21. The result is 1 (penetrates BBB).